From a dataset of Forward reaction prediction with 1.9M reactions from USPTO patents (1976-2016). Predict the product of the given reaction. (1) Given the reactants [NH2:1][C:2]1[C:3]([C:14]([OH:16])=[O:15])=[N:4][C:5]([C:8]2[CH:9]=[N:10][CH:11]=[CH:12][CH:13]=2)=[CH:6][N:7]=1.OS(O)(=O)=O.[CH3:22]O, predict the reaction product. The product is: [NH2:1][C:2]1[C:3]([C:14]([O:16][CH3:22])=[O:15])=[N:4][C:5]([C:8]2[CH:9]=[N:10][CH:11]=[CH:12][CH:13]=2)=[CH:6][N:7]=1. (2) Given the reactants Cl[C:2]1[N:11]=[C:10]([NH:12][CH3:13])[C:9]2[C:4](=[C:5]([C:14]3[C:19]([CH3:20])=[CH:18][C:17](/[CH:21]=[CH:22]/[C:23]#[N:24])=[CH:16][C:15]=3[CH3:25])[CH:6]=[CH:7][CH:8]=2)[N:3]=1.[NH2:26][C:27]1[CH:34]=[CH:33][C:30]([C:31]#[N:32])=[CH:29][CH:28]=1.CC1(C)C2C=CC=C(P(C3C=CC=CC=3)C3C=CC=CC=3)C=2OC2C1=CC=CC=2P(C1C=CC=CC=1)C1C=CC=CC=1.C(N(CC)C(C)C)(C)C, predict the reaction product. The product is: [C:23](/[CH:22]=[CH:21]/[C:17]1[CH:18]=[C:19]([CH3:20])[C:14]([C:5]2[CH:6]=[CH:7][CH:8]=[C:9]3[C:4]=2[N:3]=[C:2]([NH:26][C:27]2[CH:34]=[CH:33][C:30]([C:31]#[N:32])=[CH:29][CH:28]=2)[N:11]=[C:10]3[NH:12][CH3:13])=[C:15]([CH3:25])[CH:16]=1)#[N:24].